Dataset: Experimentally validated miRNA-target interactions with 360,000+ pairs, plus equal number of negative samples. Task: Binary Classification. Given a miRNA mature sequence and a target amino acid sequence, predict their likelihood of interaction. (1) The miRNA is hsa-miR-335-5p with sequence UCAAGAGCAAUAACGAAAAAUGU. The protein sequence of the target gene is MGLFRGFVFLLVLCLLHQSNTSFIKLNNNGFEDIVIVIDPSVPEDEKIIEQIEDMVTTASTYLFEATEKRFFFKNVSILIPENWKENPQYKRPKHENHKHADVIVAPPTLPGRDEPYTKQFTECGEKGEYIHFTPDLLLGKKQNEYGPPGKLFVHEWAHLRWGVFDEYNEDQPFYRAKSKKIEATRCSAGISGRNRVYKCQGGSCLSRACRIDSTTKLYGKDCQFFPDKVQTEKASIMFMQSIDSVVEFCNEKTHNQEAPSLQNIKCNFRSTWEVISNSEDFKNTIPMVTPPPPPVFSLL.... Result: 1 (interaction). (2) The miRNA is mmu-miR-574-3p with sequence CACGCUCAUGCACACACCCACA. The protein sequence of the target gene is MSGKSLLLKVILLGDGGVGKSSLMNRYVTNKFDSQAFHTIGVEFLNRDLEVDGRFVTLQIWDTAGQERFKSLRTPFYRGADCCLLTFSVDDRQSFENLGNWQKEFIYYADVKDPDHFPFVVLGNKVDKEDRQVTTEEAQAWCMENGNYPYLETSAKDDTNVTVAFEEAVRQVLAVEEQLEHCMLGHTIDLNSGSKASSSCC. Result: 0 (no interaction). (3) The miRNA is hsa-miR-6512-3p with sequence UUCCAGCCCUUCUAAUGGUAGG. The protein sequence of the target gene is MAAAASVTGRVTWAASPMRSLGLGRRLSLPGPRLDAVTAAVNPSLSDHGNGLGRGTRGSGCSGGSLVADWGGGAAAAAAVALALAPALSTMRRGSSESELAARWEAEAVAAAKAAAKAEAEATAETVAEQVRVDAGAAGEPECKAGEEQPKVLAPAPAQPSAAEEGNTQVLQRPPPTLPPSKPKPVQGLCPHGKPRDKGRSCKRSSGHGSGENGSQRPVTVDSSKARTSLDALKISIRQLKWKEFPFGRRLPCDIYWHGVSFHDNDIFSGQVNKFPGMTEMVRKITLSRAVRTMQNLFPE.... Result: 1 (interaction). (4) The miRNA is hsa-miR-4783-3p with sequence CCCCGGUGUUGGGGCGCGUCUGC. The protein sequence of the target gene is MNLTEGRVVFEDVAIYFSQEEWGHLDEAQRLLYRDVMLENLALLSSLGSWHGAEDEEAPSQQGFSVGVSEVTASKPCLSSQKVHPSETCGPPLKDILCLVEHNGIHPEQHIYICEAELFQHPKQQIGENLSRGDDWIPSFGKNHRVHMAEEIFTCMEGWKDLPATSCLLQHQGPQSEWKPYRDTEDREAFQTGQNDYKCSECGKTFTCSYSFVEHQKIHTGERSYECNKCGKFFKYSANFMKHQTVHTSERTYECRECGKSFMYNYRLMRHKRVHTGERPYECNTCGKFFRYSSTFVRHQ.... Result: 0 (no interaction). (5) The miRNA is hsa-miR-4469 with sequence GCUCCCUCUAGGGUCGCUCGGA. The protein sequence of the target gene is MLALRLLNVVAPAYFLCISLVTFVLQLFLFLPSMREDPAAARLFSPALLHGALFLFLSANALGNYVLVIQNSPDDLGACQGASARKTPCPSPSTHFCRVCARVTLRHDHHCFFTGNCIGSRNMRNFVLFCLYTSLACLYSMVAGVAYISAVLSISFAHPLAFLTLLPTSISQFFSGAVLGSEMFVILMLYLWFAIGLACAGFCCHQLLLILRGQTRHQVRKGVAVRARPWRKNLQEVFGKRWLLGLLVPMFNVGSESSKQQDK. Result: 1 (interaction). (6) The miRNA is hsa-miR-4305 with sequence CCUAGACACCUCCAGUUC. The protein sequence of the target gene is MPAWGALFLLWATAEATKDCPSPCTCRALETMGLWVDCRGHGLTALPALPARTRHLLLANNSLQSVPPGAFDHLPQLQTLDVTQNPWHCDCSLTYLRLWLEDRTPEALLQVRCASPSLAAHGPLGRLTGYQLGSCGWQLQASWVRPGVLWDVALVAVAALGLALLAGLLCATTEALD. Result: 0 (no interaction). (7) The miRNA is mmu-miR-669p-5p with sequence AGUUGUGUGUGCAUGUUCAUGUCU. The protein sequence of the target gene is MSNRPNNNPGGSLRRSQRNTAGAQPQDDSIGGRSCSSSSAVIVPQPEDPDRANTSERQKTGQVPKKDNSRGVKRSASPDYNRTNSPSSAKKPRAFQHIESFSETNKPHSKSKKRHLDQEQQLKSAQLPSTSKAHTRKSVAAGSSRNQKRKRTESSCVKSGSGSESTGAEERSAKPIKLASKSATSAKAGCSTITDSSSAASTSSSSSAIASASSTVPAGARVKQGKDQNKARRSRSASSPSPRRSSREKEQSKTGGSSKFDWAARFSPKVSLPKTKLSLPGSSKSETSKPGPSGLQAKLA.... Result: 1 (interaction). (8) The miRNA is hsa-miR-8076 with sequence UAUAUGGACUUUUCUGAUACAAUG. The protein sequence of the target gene is MAVSRRRVPQAGARSFFCALLLSFSQFTGSDGTGGDAAAPGAAGTQAELPHRRFEYKYSFKGPHLVQSDGTVPFWAHAGNAIPSADQIRIAPSLKSQRGSVWTKAKAAFENWEVEVTFRVTGRGRIGADGLAIWYTENQGLDGPVFGSADTWNGVGIFFDSFDNDGKKNNPAIVVIGNNGQINYDHQNDGATQALASCQRDFRNKPYPVRAKITYYQKTLTVMINNGFTPDKNDYEFCAKVENMVIPTQGHFGISAATGGLADDHDVLSFLTFQLTEPGKEPPTAEKDISEKEKEKYQEE.... Result: 0 (no interaction). (9) The miRNA is hsa-miR-511-3p with sequence AAUGUGUAGCAAAAGACAGA. The protein sequence of the target gene is MCCAVSEQRLTCADQMMPFGKISQQLCGVKKLPWSCDSRYFWGWLNAVFNKVDYDRIRDVGPDRAASEWLLRCGAMVRYHGQERWQKDYNHLPTGPLDKYKIQAIDATDSCIMSIGFDHMEGLEHVEKIRLCKCHYIEDDCLLRLSQLENLQKTILEMEIISCGNITDKGIIALRHLRNLKYLLLSDLPGVREKENLVQAFKTALPSLELKLQLK. Result: 1 (interaction). (10) The miRNA is hsa-miR-887-3p with sequence GUGAACGGGCGCCAUCCCGAGG. The protein sequence of the target gene is MARGNQREIARQKNMKKTQEISKGKRKEDSLTASQRKQRDSEIMQQKQKIANEKKSMQTTEK. Result: 0 (no interaction).